From a dataset of Full USPTO retrosynthesis dataset with 1.9M reactions from patents (1976-2016). Predict the reactants needed to synthesize the given product. (1) Given the product [Br:1][C:2]1[C:6]([C:7]([O:9][CH2:10][CH3:11])=[O:8])=[C:5]([N:18]2[CH2:19][CH2:20][C:15]([OH:21])([CH3:14])[CH2:16][CH2:17]2)[N:4]([CH3:13])[N:3]=1, predict the reactants needed to synthesize it. The reactants are: [Br:1][C:2]1[C:6]([C:7]([O:9][CH2:10][CH3:11])=[O:8])=[C:5](Br)[N:4]([CH3:13])[N:3]=1.[CH3:14][C:15]1([OH:21])[CH2:20][CH2:19][NH:18][CH2:17][CH2:16]1.O. (2) Given the product [Cl:23][C:24]1[CH:29]=[CH:28][C:27]([NH:30][C:31]([N:16]2[CH2:17][CH2:18][N:13]([CH2:12][C:8]3[CH:7]=[C:6]4[C:11]([C:2]([NH2:1])=[N:3][CH:4]=[N:5]4)=[CH:10][CH:9]=3)[C:14](=[O:22])[C@@H:15]2[CH2:19][O:20][CH3:21])=[O:32])=[CH:26][CH:25]=1, predict the reactants needed to synthesize it. The reactants are: [NH2:1][C:2]1[C:11]2[C:6](=[CH:7][C:8]([CH2:12][N:13]3[CH2:18][CH2:17][NH:16][CH:15]([CH2:19][O:20][CH3:21])[C:14]3=[O:22])=[CH:9][CH:10]=2)[N:5]=[CH:4][N:3]=1.[Cl:23][C:24]1[CH:29]=[CH:28][C:27]([N:30]=[C:31]=[O:32])=[CH:26][CH:25]=1.C(O)(C(F)(F)F)=O.